Dataset: Full USPTO retrosynthesis dataset with 1.9M reactions from patents (1976-2016). Task: Predict the reactants needed to synthesize the given product. (1) Given the product [Cl:1][C:2]1[CH:7]=[CH:6][C:5]([CH2:8][S:17][CH:12]2[CH2:16][CH2:15][CH2:14][CH2:13]2)=[CH:4][N:3]=1, predict the reactants needed to synthesize it. The reactants are: [Cl:1][C:2]1[CH:7]=[CH:6][C:5]([CH2:8]Cl)=[CH:4][N:3]=1.[OH-].[K+].[CH:12]1([SH:17])[CH2:16][CH2:15][CH2:14][CH2:13]1. (2) Given the product [Br:43][C:7]1[C:8](=[O:16])[N:9]([CH2:13][C:14]#[CH:15])[C:10]([CH3:12])=[CH:11][C:6]=1[O:5][CH2:4][C:3]1[CH:17]=[CH:18][C:19]([F:21])=[CH:20][C:2]=1[F:1], predict the reactants needed to synthesize it. The reactants are: [F:1][C:2]1[CH:20]=[C:19]([F:21])[CH:18]=[CH:17][C:3]=1[CH2:4][O:5][C:6]1[CH:11]=[C:10]([CH3:12])[N:9]([CH2:13][C:14]#[CH:15])[C:8](=[O:16])[CH:7]=1.FC1C=C(F)C=CC=1COC1C=C(C)NC(=O)C=1.C([Br:43])C#C. (3) Given the product [CH3:17][C:18]1([CH3:32])[CH2:23][O:22][B:21]([C:2]2[CH:7]=[CH:6][C:5]([CH:8]3[CH2:12][CH2:11][N:10]([S:13]([CH3:16])(=[O:15])=[O:14])[CH2:9]3)=[CH:4][CH:3]=2)[O:20][CH2:19]1, predict the reactants needed to synthesize it. The reactants are: Br[C:2]1[CH:7]=[CH:6][C:5]([CH:8]2[CH2:12][CH2:11][N:10]([S:13]([CH3:16])(=[O:15])=[O:14])[CH2:9]2)=[CH:4][CH:3]=1.[CH3:17][C:18]1([CH3:32])[CH2:23][O:22][B:21]([B:21]2[O:22][CH2:23][C:18]([CH3:32])([CH3:17])[CH2:19][O:20]2)[O:20][CH2:19]1.CC([O-])=O.[K+]. (4) Given the product [N+:15]([C:5]1[C:6]([NH:8][S:9]([CH:12]([CH3:14])[CH3:13])(=[O:11])=[O:10])=[N:47][C:2]([C:25]#[C:24][C:18]2[CH:23]=[CH:22][CH:21]=[CH:20][CH:19]=2)=[CH:3][CH:4]=1)([O-:17])=[O:16], predict the reactants needed to synthesize it. The reactants are: Cl[C:2]1[CH:3]=[CH:4][C:5]([N+:15]([O-:17])=[O:16])=[C:6]([NH:8][S:9]([CH:12]([CH3:14])[CH3:13])(=[O:11])=[O:10])C=1.[C:18]1([C:24]#[CH:25])[CH:23]=[CH:22][CH:21]=[CH:20][CH:19]=1.C1(P(C2C=CC=CC=2)C2C=CC=CC=2)C=CC=CC=1.C([N:47](CC)CC)C. (5) Given the product [F:22][C:23]([F:36])([F:35])[S:24]([O:14][C:5]1[C:4]([C:1](=[O:3])[CH3:2])=[CH:11][C:10]([Cl:12])=[C:9]([CH3:13])[C:6]=1[C:7]#[N:8])(=[O:26])=[O:25], predict the reactants needed to synthesize it. The reactants are: [C:1]([C:4]1[C:5]([OH:14])=[C:6]([C:9]([CH3:13])=[C:10]([Cl:12])[CH:11]=1)[C:7]#[N:8])(=[O:3])[CH3:2].C(N(CC)CC)C.[F:22][C:23]([F:36])([F:35])[S:24](O[S:24]([C:23]([F:36])([F:35])[F:22])(=[O:26])=[O:25])(=[O:26])=[O:25].